This data is from Forward reaction prediction with 1.9M reactions from USPTO patents (1976-2016). The task is: Predict the product of the given reaction. (1) Given the reactants [CH3:1][C:2]([C@@H:4]1[C@@:8]2([CH3:23])[CH2:9][CH2:10][C@@H:11]3[C@:21]4([CH3:22])[C:15](=[CH:16][C:17]([CH2:19][CH2:20]4)=[O:18])[CH2:14][CH2:13][C@H:12]3[C@@H:7]2[CH2:6][CH2:5]1)=[O:3].O.[Cl-].[Mg+2:26].[Cl-].[Cl-].[Zn+2:29].[Cl-], predict the reaction product. The product is: [CH3:1][C:2]([C@@H:4]1[C@@:8]2([CH3:23])[CH2:9][CH2:10][C@@H:11]3[C@:21]4([CH3:22])[C:15](=[CH:16][C:17]([CH2:19][CH2:20]4)=[O:18])[CH2:14][CH2:13][C@H:12]3[C@@H:7]2[CH2:6][CH2:5]1)=[O:3].[Mg+2:26].[Zn:29]. (2) Given the reactants Cl[C:2]1[N:3]=[N:4][C:5]([C:22]2[CH:27]=[C:26]([CH3:28])[CH:25]=[C:24]([CH3:29])[CH:23]=2)=[CH:6][C:7]=1[C:8]([NH:10][CH2:11][C:12]1[CH:17]=[CH:16][C:15]([O:18][CH3:19])=[C:14]([O:20][CH3:21])[CH:13]=1)=[O:9].[NH:30]1[CH2:34][CH2:33][CH2:32][CH2:31]1, predict the reaction product. The product is: [CH3:21][O:20][C:14]1[CH:13]=[C:12]([CH:17]=[CH:16][C:15]=1[O:18][CH3:19])[CH2:11][NH:10][C:8]([C:7]1[CH:6]=[C:5]([C:22]2[CH:27]=[C:26]([CH3:28])[CH:25]=[C:24]([CH3:29])[CH:23]=2)[N:4]=[N:3][C:2]=1[N:30]1[CH2:34][CH2:33][CH2:32][CH2:31]1)=[O:9]. (3) The product is: [CH2:23]([NH:26][C:19]([C:17]1[S:16][C:11]2[N:10]([C:9](=[O:22])[N:8]([CH2:1][C:2]3[CH:3]=[CH:4][CH:5]=[CH:6][CH:7]=3)[C:13](=[O:14])[C:12]=2[CH3:15])[CH:18]=1)=[O:20])[C:24]#[CH:25]. Given the reactants [CH2:1]([N:8]1[C:13](=[O:14])[C:12]([CH3:15])=[C:11]2[S:16][C:17]([C:19](O)=[O:20])=[CH:18][N:10]2[C:9]1=[O:22])[C:2]1[CH:7]=[CH:6][CH:5]=[CH:4][CH:3]=1.[CH2:23]([NH2:26])[C:24]#[CH:25].O.ON1C2C=CC=CC=2N=N1.Cl.CN(C)CCCN=C=NCC, predict the reaction product. (4) Given the reactants [Cl:1][C:2]1[CH:7]=[CH:6][C:5]([N:8]2[CH:16]=[C:15]3[C:10]([CH:11]=[C:12]([S:17]([CH3:20])(=[O:19])=[O:18])[CH:13]=[CH:14]3)=[N:9]2)=[CH:4][CH:3]=1.[CH3:21][Si]([N-][Si](C)(C)C)(C)C.[Li+].CI.[Cl-].[NH4+], predict the reaction product. The product is: [Cl:1][C:2]1[CH:3]=[CH:4][C:5]([N:8]2[CH:16]=[C:15]3[C:10]([CH:11]=[C:12]([S:17]([CH2:20][CH3:21])(=[O:18])=[O:19])[CH:13]=[CH:14]3)=[N:9]2)=[CH:6][CH:7]=1. (5) Given the reactants [CH3:1][C:2]1[C@@H:19]([OH:20])[CH2:18][C@:14]2([OH:21])[C:15]([CH3:17])([CH3:16])[C:3]=1[C@@H:4]([O:39][C:40]([CH3:42])=[O:41])[C:5]([C@@:7]1(C)[C@H:12]([C@@H:13]2[O:22][C:23]([C:25]2[CH:26]=[CH:27][CH:28]=[CH:29][CH:30]=2)=[O:24])[C@:11]2(OC(C)=O)[CH2:31][O:32][C@@H:10]2[CH2:9][C@@H:8]1[OH:37])=[O:6], predict the reaction product. The product is: [CH3:1][C:2]1[C:19](=[O:20])[CH2:18][C@:14]2([OH:21])[C:15]([CH3:16])([CH3:17])[C:3]=1[CH:4]([O:39][C:40]([CH3:42])=[O:41])[C:5]([C@@H:7]1[CH:8]([OH:37])[CH2:9][CH:10]3[C@@H:11]([CH2:31][O:32]3)[C@H:12]1[C@@H:13]2[O:22][C:23]([C:25]1[CH:30]=[CH:29][CH:28]=[CH:27][CH:26]=1)=[O:24])=[O:6]. (6) Given the reactants C(OC([N:8]1[CH2:16][CH2:15][CH2:14][C:13]2([CH2:17][C:18]3[CH:23]=[CH:22][C:21]([Br:24])=[CH:20][CH:19]=3)[N:9]1[C:10](=[O:34])[N:11]([C:26]1[CH:31]=[C:30]([Cl:32])[CH:29]=[C:28]([Cl:33])[CH:27]=1)[C:12]2=[O:25])=O)(C)(C)C, predict the reaction product. The product is: [Br:24][C:21]1[CH:22]=[CH:23][C:18]([CH2:17][C:13]23[C:12](=[O:25])[N:11]([C:26]4[CH:31]=[C:30]([Cl:32])[CH:29]=[C:28]([Cl:33])[CH:27]=4)[C:10](=[O:34])[N:9]2[NH:8][CH2:16][CH2:15][CH2:14]3)=[CH:19][CH:20]=1. (7) Given the reactants [OH:1][C:2]1[C:7]([C:8]([F:11])([F:10])[F:9])=[C:6]([OH:12])[CH:5]=[CH:4][C:3]=1[C:13](=[O:18])[CH2:14][CH:15]([CH3:17])[CH3:16].[C:19]([O:23][C:24](=[O:35])[NH:25][CH2:26][C:27]1[CH:32]=[CH:31][C:30]([CH2:33]O)=[CH:29][CH:28]=1)([CH3:22])([CH3:21])[CH3:20].C1(P(C2C=CC=CC=2)C2C=CC=CC=2)C=CC=CC=1.N(C(OC(C)C)=O)=NC(OC(C)C)=O, predict the reaction product. The product is: [C:19]([O:23][C:24](=[O:35])[NH:25][CH2:26][C:27]1[CH:28]=[CH:29][C:30]([CH2:33][O:12][C:6]2[CH:5]=[CH:4][C:3]([C:13](=[O:18])[CH2:14][CH:15]([CH3:16])[CH3:17])=[C:2]([OH:1])[C:7]=2[C:8]([F:9])([F:10])[F:11])=[CH:31][CH:32]=1)([CH3:22])([CH3:21])[CH3:20].